Dataset: Reaction yield outcomes from USPTO patents with 853,638 reactions. Task: Predict the reaction yield, written as a fraction of the theoretical maximum amount of product (1.0 means a 100% yield; for example, 0.34 means a 34% yield). (1) The product is [Cl:25][CH2:26][C:27]([N:13]1[CH2:12][CH2:11][N:10]([C:7]2[CH:8]=[CH:9][C:4]([Cl:3])=[C:5]([O:16][CH3:17])[CH:6]=2)[CH2:15][CH2:14]1)=[O:28]. The reactants are Cl.Cl.[Cl:3][C:4]1[CH:9]=[CH:8][C:7]([N:10]2[CH2:15][CH2:14][NH:13][CH2:12][CH2:11]2)=[CH:6][C:5]=1[O:16][CH3:17].O.C([O-])([O-])=O.[K+].[K+].[Cl:25][CH2:26][C:27](Cl)=[O:28]. The catalyst is C(Cl)Cl. The yield is 0.920. (2) The reactants are C([N:8]1[CH2:13][CH2:12][CH:11]([N:14]2[CH2:20][CH2:19][C:18]3[CH:21]=[CH:22][CH:23]=[CH:24][C:17]=3[NH:16][C:15]2=[O:25])[CH2:10][CH2:9]1)C1C=CC=CC=1. The catalyst is CO.[Pd]. The product is [NH:8]1[CH2:9][CH2:10][CH:11]([N:14]2[CH2:20][CH2:19][C:18]3[CH:21]=[CH:22][CH:23]=[CH:24][C:17]=3[NH:16][C:15]2=[O:25])[CH2:12][CH2:13]1. The yield is 0.680. (3) The reactants are [CH3:1][O:2][C:3]1[C:10]([O:11][CH3:12])=[CH:9][C:6]([C:7]#[N:8])=[C:5]([N+:13]([O-:15])=[O:14])[CH:4]=1.C([Sn](=O)CCCC)CCC.[N-:26]=[N+:27]=[N-:28]. The catalyst is C1(C)C=CC=CC=1. The product is [CH3:1][O:2][C:3]1[C:10]([O:11][CH3:12])=[CH:9][C:6]([C:7]2[N:26]=[N:27][NH:28][N:8]=2)=[C:5]([N+:13]([O-:15])=[O:14])[CH:4]=1. The yield is 0.710. (4) The reactants are [I:1][C:2]1[CH:9]=[CH:8][C:5]([CH2:6][NH2:7])=[CH:4][CH:3]=1.[C:10](O[C:10]([O:12][C:13]([CH3:16])([CH3:15])[CH3:14])=[O:11])([O:12][C:13]([CH3:16])([CH3:15])[CH3:14])=[O:11].[OH-].[Na+]. The catalyst is O1CCOCC1.O. The product is [C:13]([O:12][C:10](=[O:11])[NH:7][CH2:6][C:5]1[CH:8]=[CH:9][C:2]([I:1])=[CH:3][CH:4]=1)([CH3:16])([CH3:15])[CH3:14]. The yield is 0.990. (5) The reactants are [CH2:1]([O:5][C:6]1[CH:7]=[C:8]([CH:25]=[CH:26][CH:27]=1)[CH2:9][N:10]1[CH2:14][CH2:13][CH:12]([C:15]2[O:19][C:18]([CH2:20][O:21]C(=O)C)=[N:17][N:16]=2)[CH2:11]1)[CH:2]([CH3:4])[CH3:3].O.C(=O)([O-])[O-].[K+].[K+]. The catalyst is CO. The product is [CH2:1]([O:5][C:6]1[CH:7]=[C:8]([CH:25]=[CH:26][CH:27]=1)[CH2:9][N:10]1[CH2:14][CH2:13][CH:12]([C:15]2[O:19][C:18]([CH2:20][OH:21])=[N:17][N:16]=2)[CH2:11]1)[CH:2]([CH3:4])[CH3:3]. The yield is 0.450. (6) The reactants are [I:1][C:2]1[C:6]2[CH2:7][CH2:8][CH2:9][CH2:10][CH2:11][C:5]=2[NH:4][N:3]=1.[CH3:12]C([O-])(C)C.[K+].IC. The catalyst is C1COCC1. The product is [I:1][C:2]1[C:6]2[CH2:7][CH2:8][CH2:9][CH2:10][CH2:11][C:5]=2[N:4]([CH3:12])[N:3]=1. The yield is 0.610. (7) The reactants are [C:1]([C:3]1[CH:8]=[CH:7][C:6](Br)=[CH:5][C:4]=1[F:10])#[N:2].[NH:11]1[C:19]2[C:14](=[CH:15][CH:16]=[CH:17][CH:18]=2)[C:13]2([CH2:24][CH:23](B(O)O)[CH2:22][CH2:21][CH2:20]2)[C:12]1=[O:28].C([O-])(=O)C.[Na+].[OH-].[Na+]. The catalyst is COCCOC.O.C1C=CC([P]([Pd]([P](C2C=CC=CC=2)(C2C=CC=CC=2)C2C=CC=CC=2)([P](C2C=CC=CC=2)(C2C=CC=CC=2)C2C=CC=CC=2)[P](C2C=CC=CC=2)(C2C=CC=CC=2)C2C=CC=CC=2)(C2C=CC=CC=2)C2C=CC=CC=2)=CC=1. The product is [C:1]([C:3]1[CH:8]=[CH:7][C:6]([C:16]2[CH:15]=[C:14]3[C:19](=[CH:18][CH:17]=2)[NH:11][C:12](=[O:28])[C:13]23[CH2:24][CH2:23][CH2:22][CH2:21][CH2:20]2)=[CH:5][C:4]=1[F:10])#[N:2]. The yield is 0.370.